From a dataset of Forward reaction prediction with 1.9M reactions from USPTO patents (1976-2016). Predict the product of the given reaction. (1) Given the reactants [NH2:1][C:2]1[CH:16]=[CH:15][C:5]2[C:6](=[O:14])[NH:7][C:8]3[C:13]([C:4]=2[CH:3]=1)=[CH:12][CH:11]=[CH:10][N:9]=3.Br[CH2:18][C:19]1[CH:26]=[CH:25][CH:24]=[CH:23][C:20]=1[C:21]#[N:22], predict the reaction product. The product is: [O:14]=[C:6]1[C:5]2[CH:15]=[CH:16][C:2]([NH:1][CH2:18][C:19]3[CH:26]=[CH:25][CH:24]=[CH:23][C:20]=3[C:21]#[N:22])=[CH:3][C:4]=2[C:13]2[C:8](=[N:9][CH:10]=[CH:11][CH:12]=2)[NH:7]1. (2) Given the reactants [CH3:1][C@@H:2]1[CH2:6][CH2:5][CH2:4][N:3]1[CH2:7][CH2:8][C:9]1[CH:14]=[CH:13][C:12]([C:15]2[CH:20]=[CH:19][C:18]([CH2:21][CH2:22][C:23](O)=[O:24])=[CH:17][CH:16]=2)=[CH:11][CH:10]=1.Cl.[NH2:27][CH2:28][C:29]([O:31][CH3:32])=[O:30].CN(C(ON1N=NC2C=CC=NC1=2)=[N+](C)C)C.F[P-](F)(F)(F)(F)F.Cl, predict the reaction product. The product is: [CH3:1][C@@H:2]1[CH2:6][CH2:5][CH2:4][N:3]1[CH2:7][CH2:8][C:9]1[CH:14]=[CH:13][C:12]([C:15]2[CH:16]=[CH:17][C:18]([CH2:21][CH2:22][C:23]([NH:27][CH2:28][C:29]([O:31][CH3:32])=[O:30])=[O:24])=[CH:19][CH:20]=2)=[CH:11][CH:10]=1. (3) Given the reactants [CH2:1]([C:3]1[CH:16]=[CH:15][C:14]2[C:13](=[O:17])[C:12]3[C:7](=[CH:8][CH:9]=[CH:10][CH:11]=3)[C:6](=[O:18])[C:5]=2[CH:4]=1)[CH3:2].C1C(=O)N([Br:26])C(=O)C1, predict the reaction product. The product is: [Br:26][CH:1]([C:3]1[CH:16]=[CH:15][C:14]2[C:13](=[O:17])[C:12]3[C:7](=[CH:8][CH:9]=[CH:10][CH:11]=3)[C:6](=[O:18])[C:5]=2[CH:4]=1)[CH3:2]. (4) Given the reactants [CH3:1][N:2]1[C:6]2=[N:7][CH:8]=[CH:9][CH:10]=[C:5]2[N:4]=[C:3]1S(C)(=O)=O.[F:15][CH:16]([F:37])[O:17][C:18]1[CH:19]=[C:20]2[N:26]([CH2:27][CH3:28])[C:25](=[O:29])[N:24]([C:30]3[CH:35]=[CH:34][C:33]([OH:36])=[CH:32][CH:31]=3)[C:21]2=[N:22][CH:23]=1.[H-].[Na+], predict the reaction product. The product is: [F:37][CH:16]([F:15])[O:17][C:18]1[CH:19]=[C:20]2[N:26]([CH2:27][CH3:28])[C:25](=[O:29])[N:24]([C:30]3[CH:35]=[CH:34][C:33]([O:36][C:3]4[N:2]([CH3:1])[C:6]5=[N:7][CH:8]=[CH:9][CH:10]=[C:5]5[N:4]=4)=[CH:32][CH:31]=3)[C:21]2=[N:22][CH:23]=1. (5) The product is: [CH3:1][O:2][C:3]1[N:4]=[C:5]([CH3:18])[C:6]([OH:10])=[C:7]([CH3:9])[N:8]=1. Given the reactants [CH3:1][O:2][C:3]1[N:8]=[C:7]([CH3:9])[C:6]([O:10]CC2C=CC=CC=2)=[C:5]([CH3:18])[N:4]=1.[OH-].[K+].C(O)(=O)C, predict the reaction product. (6) Given the reactants [CH3:1][O:2][C:3]1[CH:22]=[CH:21][C:6]([CH2:7][C@@H:8]2[C:12]3=[N:13][C:14]4[CH:19]=[CH:18][CH:17]=[CH:16][C:15]=4[N:11]3[C:10](=[O:20])[NH:9]2)=[CH:5][CH:4]=1.[NH2:23][C@@H:24]([CH2:28][C:29]1[CH:34]=[CH:33][CH:32]=[CH:31][CH:30]=1)[C:25]([NH2:27])=[O:26].C(O)(C(F)(F)F)=O, predict the reaction product. The product is: [NH:11]1[C:15]2[CH:16]=[CH:17][CH:18]=[CH:19][C:14]=2[N:13]=[C:12]1[C@H:8]([NH:9][C:10](=[O:20])[NH:23][C@@H:24]([CH2:28][C:29]1[CH:34]=[CH:33][CH:32]=[CH:31][CH:30]=1)[C:25]([NH2:27])=[O:26])[CH2:7][C:6]1[CH:21]=[CH:22][C:3]([O:2][CH3:1])=[CH:4][CH:5]=1.